From a dataset of Ames mutagenicity test results for genotoxicity prediction. Regression/Classification. Given a drug SMILES string, predict its toxicity properties. Task type varies by dataset: regression for continuous values (e.g., LD50, hERG inhibition percentage) or binary classification for toxic/non-toxic outcomes (e.g., AMES mutagenicity, cardiotoxicity, hepatotoxicity). Dataset: ames. (1) The compound is COC(=O)c1ccc([N+](=O)[O-])c2c(NCCCN(C)C)c3ccccc3nc12. The result is 1 (mutagenic). (2) The drug is ClC1(Cl)[C@]2(Cl)[C@@]3(Cl)[C@]4(Cl)C(Cl)(Cl)[C@]5(Cl)[C@@]3(Cl)[C@@]1(Cl)[C@]5(Cl)[C@@]42Cl. The result is 0 (non-mutagenic).